This data is from Forward reaction prediction with 1.9M reactions from USPTO patents (1976-2016). The task is: Predict the product of the given reaction. (1) Given the reactants [Cl:1][C:2]1[CH:3]=[C:4]([C:9]2([C:25]([F:28])([F:27])[F:26])[O:13][N:12]=[C:11]([C:14]3[CH:19]=[CH:18][C:17]([C:20]4([F:24])[CH2:23][NH:22][CH2:21]4)=[CH:16][CH:15]=3)[CH2:10]2)[CH:5]=[C:6]([Cl:8])[CH:7]=1.C(N(CC)CC)C.[CH:36]1([C:39](Cl)=[O:40])[CH2:38][CH2:37]1.O, predict the reaction product. The product is: [CH:36]1([C:39]([N:22]2[CH2:23][C:20]([C:17]3[CH:18]=[CH:19][C:14]([C:11]4[CH2:10][C:9]([C:4]5[CH:5]=[C:6]([Cl:8])[CH:7]=[C:2]([Cl:1])[CH:3]=5)([C:25]([F:27])([F:26])[F:28])[O:13][N:12]=4)=[CH:15][CH:16]=3)([F:24])[CH2:21]2)=[O:40])[CH2:38][CH2:37]1. (2) Given the reactants [C:1]([C:4]1[CH:33]=[CH:32][C:7]2[N:8]([C:11]3[CH:12]=[C:13]([NH:25][S:26]([CH:29]4[CH2:31][CH2:30]4)(=[O:28])=[O:27])[CH:14]=[C:15]([C:17]4[CH:22]=[CH:21][C:20]([F:23])=[CH:19][C:18]=4[F:24])[CH:16]=3)[CH:9]=[N:10][C:6]=2[CH:5]=1)(=O)[CH3:2].Cl.[OH:35][NH2:36], predict the reaction product. The product is: [F:24][C:18]1[CH:19]=[C:20]([F:23])[CH:21]=[CH:22][C:17]=1[C:15]1[CH:16]=[C:11]([N:8]2[C:7]3[CH:32]=[CH:33][C:4](/[C:1](=[N:36]\[OH:35])/[CH3:2])=[CH:5][C:6]=3[N:10]=[CH:9]2)[CH:12]=[C:13]([NH:25][S:26]([CH:29]2[CH2:31][CH2:30]2)(=[O:27])=[O:28])[CH:14]=1. (3) Given the reactants [F:1][C:2]1[CH:7]=[CH:6][C:5]([C:8]2[CH2:13][CH2:12][N:11]([C:14]3[N:19]=[CH:18][N:17]([CH2:20][C:21]4[CH:26]=[CH:25][C:24]([OH:27])=[CH:23][CH:22]=4)[C:16](=[O:28])[N:15]=3)[CH2:10][CH:9]=2)=[CH:4][CH:3]=1.C(N(CC)C(C)C)(C)C.[F:38][C:39]([F:52])([F:51])[S:40](O[S:40]([C:39]([F:52])([F:51])[F:38])(=[O:42])=[O:41])(=[O:42])=[O:41], predict the reaction product. The product is: [F:38][C:39]([F:52])([F:51])[S:40]([O:27][C:24]1[CH:23]=[CH:22][C:21]([CH2:20][N:17]2[CH:18]=[N:19][C:14]([N:11]3[CH2:12][CH2:13][C:8]([C:5]4[CH:6]=[CH:7][C:2]([F:1])=[CH:3][CH:4]=4)=[CH:9][CH2:10]3)=[N:15][C:16]2=[O:28])=[CH:26][CH:25]=1)(=[O:42])=[O:41]. (4) Given the reactants [Cl:1][C:2]1[C:7]([Cl:8])=[CH:6][CH:5]=[CH:4][C:3]=1[OH:9].C(=O)([O-])[O-].[K+].[K+].[I-].[K+].[CH3:18][C:19]([CH3:21])=[O:20], predict the reaction product. The product is: [Cl:1][C:2]1[C:7]([Cl:8])=[CH:6][CH:5]=[CH:4][C:3]=1[O:9][CH2:18][C:19]([CH3:21])=[O:20]. (5) Given the reactants [NH2:1][C:2]1[C:7]([NH2:8])=[C:6]([NH:9][C@@H:10]2[C@@H:15]3[CH2:16][C@@H:12]([CH:13]=[CH:14]3)[C@@H:11]2[C:17]([NH2:19])=[O:18])[C:5]([Cl:20])=[CH:4][N:3]=1.[OH:21][C@@H:22]([CH3:40])[CH2:23][N:24]1[CH2:29][CH:28]=[C:27]([C:30]2[CH:37]=[CH:36][C:33]([CH:34]=O)=[C:32]([O:38][CH3:39])[CH:31]=2)[CH2:26][CH2:25]1, predict the reaction product. The product is: [Cl:20][C:5]1[C:6]([NH:9][C@@H:10]2[C@@H:15]3[CH2:16][C@@H:12]([CH:13]=[CH:14]3)[C@@H:11]2[C:17]([NH2:19])=[O:18])=[C:7]2[N:8]=[C:34]([C:33]3[CH:36]=[CH:37][C:30]([C:27]4[CH2:28][CH2:29][N:24]([CH2:23][C@@H:22]([OH:21])[CH3:40])[CH2:25][CH:26]=4)=[CH:31][C:32]=3[O:38][CH3:39])[NH:1][C:2]2=[N:3][CH:4]=1.